The task is: Predict which catalyst facilitates the given reaction.. This data is from Catalyst prediction with 721,799 reactions and 888 catalyst types from USPTO. (1) Reactant: [I:1][C:2]1[CH:3]=[N:4][NH:5][C:6]=1[C:7](=[O:9])[CH3:8].C([O-])([O-])=O.[K+].[K+].Cl[CH2:17][C:18]1[CH:23]=[CH:22][C:21]([O:24][CH3:25])=[CH:20][CH:19]=1. Product: [I:1][C:2]1[C:6]([C:7](=[O:9])[CH3:8])=[N:5][N:4]([CH2:17][C:18]2[CH:23]=[CH:22][C:21]([O:24][CH3:25])=[CH:20][CH:19]=2)[CH:3]=1. The catalyst class is: 23. (2) Reactant: [NH2:1][C:2]1[C:11]2=[N:12][N:13]([CH2:30][CH3:31])[C:14]([CH2:15][CH2:16][CH2:17][CH2:18][N:19]3C(=O)C4C(=CC=CC=4)C3=O)=[C:10]2[C:9]2[CH:8]=[CH:7][CH:6]=[CH:5][C:4]=2[N:3]=1.O.NN. Product: [NH2:19][CH2:18][CH2:17][CH2:16][CH2:15][C:14]1[N:13]([CH2:30][CH3:31])[N:12]=[C:11]2[C:10]=1[C:9]1[CH:8]=[CH:7][CH:6]=[CH:5][C:4]=1[N:3]=[C:2]2[NH2:1]. The catalyst class is: 8. (3) Reactant: [C:1]([O:5][C:6]([N:8]1[CH2:13][CH2:12][N:11]([C:14]2[N:22]([CH2:23][C:24]#[C:25][CH3:26])[C:21]3[C:20](=[O:27])[NH:19][C:18](=[O:28])[N:17]([CH3:29])[C:16]=3[N:15]=2)[CH2:10][CH2:9]1)=[O:7])([CH3:4])([CH3:3])[CH3:2].C(=O)([O-])[O-].[K+].[K+].Br[CH2:37][CH2:38][O:39]C1CCCCO1. Product: [C:1]([O:5][C:6]([N:8]1[CH2:9][CH2:10][N:11]([C:14]2[N:22]([CH2:23][C:24]#[C:25][CH3:26])[C:21]3[C:20](=[O:27])[N:19]([CH2:37][CH2:38][OH:39])[C:18](=[O:28])[N:17]([CH3:29])[C:16]=3[N:15]=2)[CH2:12][CH2:13]1)=[O:7])([CH3:4])([CH3:3])[CH3:2]. The catalyst class is: 42. (4) Reactant: [CH3:1][Si:2]([CH3:55])([CH3:54])[CH2:3][CH2:4][O:5][CH2:6][N:7]([CH2:46][O:47][CH2:48][CH2:49][Si:50]([CH3:53])([CH3:52])[CH3:51])[C:8]1[N:13]2[N:14]=[CH:15][C:16]([C:17]3[CH:18]=[N:19][N:20]([C:22]4[CH:27]=[CH:26][CH:25]=[CH:24][CH:23]=4)[CH:21]=3)=[C:12]2[N:11]=[C:10]([CH:28]2[CH2:33][CH2:32][C:31]([O:41][CH2:42][CH2:43][O:44][CH3:45])([C:34]([O:36][CH2:37][CH2:38][O:39][CH3:40])=[O:35])[CH2:30][CH2:29]2)[CH:9]=1.C1C(=O)N([Br:63])C(=O)C1. The catalyst class is: 23. Product: [CH3:55][Si:2]([CH3:1])([CH3:54])[CH2:3][CH2:4][O:5][CH2:6][N:7]([CH2:46][O:47][CH2:48][CH2:49][Si:50]([CH3:53])([CH3:52])[CH3:51])[C:8]1[N:13]2[N:14]=[CH:15][C:16]([C:17]3[CH:18]=[N:19][N:20]([C:22]4[CH:23]=[CH:24][CH:25]=[CH:26][CH:27]=4)[CH:21]=3)=[C:12]2[N:11]=[C:10]([CH:28]2[CH2:33][CH2:32][C:31]([O:41][CH2:42][CH2:43][O:44][CH3:45])([C:34]([O:36][CH2:37][CH2:38][O:39][CH3:40])=[O:35])[CH2:30][CH2:29]2)[C:9]=1[Br:63].